Task: Binary Classification. Given a drug SMILES string, predict its activity (active/inactive) in a high-throughput screening assay against a specified biological target.. Dataset: HIV replication inhibition screening data with 41,000+ compounds from the AIDS Antiviral Screen (1) The compound is O=C1C=C2CCN(C(=O)c3ccccc3)CC2O1. The result is 0 (inactive). (2) The compound is CCOC(=O)C(C(=O)OCC)=S1c2ccccc2Sc2ccccc21. The result is 0 (inactive). (3) The compound is O=C(Nc1ccc(Br)cc1)c1c(-c2ccccc2)c2ccc(O)cc2oc1=O. The result is 0 (inactive).